Dataset: NCI-60 drug combinations with 297,098 pairs across 59 cell lines. Task: Regression. Given two drug SMILES strings and cell line genomic features, predict the synergy score measuring deviation from expected non-interaction effect. (1) Drug 1: C1CC(C1)(C(=O)O)C(=O)O.[NH2-].[NH2-].[Pt+2]. Drug 2: CC1C(C(CC(O1)OC2CC(OC(C2O)C)OC3=CC4=CC5=C(C(=O)C(C(C5)C(C(=O)C(C(C)O)O)OC)OC6CC(C(C(O6)C)O)OC7CC(C(C(O7)C)O)OC8CC(C(C(O8)C)O)(C)O)C(=C4C(=C3C)O)O)O)O. Cell line: MOLT-4. Synergy scores: CSS=82.9, Synergy_ZIP=1.05, Synergy_Bliss=-0.757, Synergy_Loewe=-18.7, Synergy_HSA=-3.44. (2) Drug 1: C1CNP(=O)(OC1)N(CCCl)CCCl. Drug 2: CS(=O)(=O)CCNCC1=CC=C(O1)C2=CC3=C(C=C2)N=CN=C3NC4=CC(=C(C=C4)OCC5=CC(=CC=C5)F)Cl. Cell line: NCIH23. Synergy scores: CSS=15.4, Synergy_ZIP=-1.03, Synergy_Bliss=-2.16, Synergy_Loewe=-19.4, Synergy_HSA=-3.07.